This data is from Reaction yield outcomes from USPTO patents with 853,638 reactions. The task is: Predict the reaction yield, written as a fraction of the theoretical maximum amount of product (1.0 means a 100% yield; for example, 0.34 means a 34% yield). The reactants are [C:1]([O:5][C:6](=[O:22])[NH:7][C@@H:8]([C:12](=[NH:21])[NH:13][CH2:14][C:15]1[CH:20]=[CH:19][CH:18]=[CH:17][CH:16]=1)[CH:9]([CH3:11])[CH3:10])([CH3:4])([CH3:3])[CH3:2].CCN(CC)CC.C([O:32][C:33](=O)[CH:34]([C:36](Cl)=[O:37])[CH3:35])C. The catalyst is C(Cl)Cl. The product is [C:1]([O:5][C:6](=[O:22])[NH:7][CH:8]([C:12]1[N:13]([CH2:14][C:15]2[CH:16]=[CH:17][CH:18]=[CH:19][CH:20]=2)[C:33](=[O:32])[C:34]([CH3:35])=[C:36]([OH:37])[N:21]=1)[CH:9]([CH3:11])[CH3:10])([CH3:3])([CH3:4])[CH3:2]. The yield is 0.410.